Predict the product of the given reaction. From a dataset of Forward reaction prediction with 1.9M reactions from USPTO patents (1976-2016). (1) Given the reactants Cl.Cl[C:3]1[S:4][C:5]2[C:6]([N:11]=1)=[N:7][CH:8]=[CH:9][CH:10]=2.[Br:12][CH2:13][CH2:14][O:15][C:16]1[CH:21]=[CH:20][C:19]([OH:22])=[CH:18][CH:17]=1.C([O-])([O-])=O.[Cs+].[Cs+].C(OCC)C, predict the reaction product. The product is: [Br:12][CH2:13][CH2:14][O:15][C:16]1[CH:21]=[CH:20][C:19]([O:22][C:3]2[S:4][C:5]3[C:6]([N:11]=2)=[N:7][CH:8]=[CH:9][CH:10]=3)=[CH:18][CH:17]=1. (2) The product is: [F:1][C:2]1[CH:3]=[CH:4][C:5]([CH3:27])=[C:6]([C:8]2[CH:17]=[C:16]3[C:11]([CH:12]=[C:13]([NH:18][C:19]4[NH:20][C:21](=[O:25])[CH:22]=[CH:23][CH:24]=4)[N:14]=[CH:15]3)=[CH:10][CH:9]=2)[CH:7]=1. Given the reactants [F:1][C:2]1[CH:3]=[CH:4][C:5]([CH3:27])=[C:6]([C:8]2[CH:17]=[C:16]3[C:11]([CH:12]=[C:13]([NH:18][C:19]4[CH:24]=[CH:23][CH:22]=[C:21]([O:25]C)[N:20]=4)[N:14]=[CH:15]3)=[CH:10][CH:9]=2)[CH:7]=1.C(O)(=O)C.Br, predict the reaction product. (3) Given the reactants [Cl:1][C:2]1[CH:18]=[C:17]([N+:19]([O-:21])=[O:20])[CH:16]=[CH:15][C:3]=1[O:4][C:5]1[CH:6]=[C:7]2[C:11](=[CH:12][CH:13]=1)[C:10](=[O:14])[NH:9][CH2:8]2.[H-].[Na+].[CH3:24]I.O, predict the reaction product. The product is: [Cl:1][C:2]1[CH:18]=[C:17]([N+:19]([O-:21])=[O:20])[CH:16]=[CH:15][C:3]=1[O:4][C:5]1[CH:6]=[C:7]2[C:11](=[CH:12][CH:13]=1)[C:10](=[O:14])[N:9]([CH3:24])[CH2:8]2. (4) The product is: [CH:43]1([N:42]2[C:37]3[C:36](=[O:50])[NH:35][C:34]([C:31]4[CH:32]=[CH:33][C:28]([N:5]5[CH2:6][CH2:7][N:2]([CH3:1])[CH2:3][CH2:4]5)=[CH:29][C:30]=4[O:51][CH3:52])=[N:39][C:38]=3[C:40]([CH3:49])=[N:41]2)[CH2:48][CH2:47][CH2:46][CH2:45][CH2:44]1. Given the reactants [CH3:1][N:2]1[CH2:7][CH2:6][NH:5][CH2:4][CH2:3]1.CC(C)([O-])C.[Na+].C(P(C(C)(C)C)C(C)(C)C)(C)(C)C.Br[C:28]1[CH:33]=[CH:32][C:31]([C:34]2[NH:35][C:36](=[O:50])[C:37]3[N:42]([CH:43]4[CH2:48][CH2:47][CH2:46][CH2:45][CH2:44]4)[N:41]=[C:40]([CH3:49])[C:38]=3[N:39]=2)=[C:30]([O:51][CH3:52])[CH:29]=1, predict the reaction product.